This data is from Catalyst prediction with 721,799 reactions and 888 catalyst types from USPTO. The task is: Predict which catalyst facilitates the given reaction. Reactant: [C:1]([C:5]1[CH:6]=[C:7]2[C:12](=[CH:13][CH:14]=1)[C:11](=[O:15])[N:10]([C:16]1[C:17]([CH2:44][OH:45])=[C:18]([N:22]3[CH:26]=[C:25]([C:27]#[N:28])[C:24]([NH:29][C:30]4[CH:35]=[CH:34][C:33]([C:36]([N:38]5[CH2:43][CH2:42][O:41][CH2:40][CH2:39]5)=[O:37])=[CH:32][CH:31]=4)=[N:23]3)[CH:19]=[CH:20][CH:21]=1)[N:9]=[CH:8]2)([CH3:4])([CH3:3])[CH3:2].C1C[O:49]CC1. Product: [C:1]([C:5]1[CH:6]=[C:7]2[C:12](=[CH:13][CH:14]=1)[C:11](=[O:15])[N:10]([C:16]1[C:17]([CH2:44][OH:45])=[C:18]([N:22]3[CH:26]=[C:25]([C:27]([NH2:28])=[O:49])[C:24]([NH:29][C:30]4[CH:35]=[CH:34][C:33]([C:36]([N:38]5[CH2:39][CH2:40][O:41][CH2:42][CH2:43]5)=[O:37])=[CH:32][CH:31]=4)=[N:23]3)[CH:19]=[CH:20][CH:21]=1)[N:9]=[CH:8]2)([CH3:4])([CH3:2])[CH3:3]. The catalyst class is: 6.